This data is from Peptide-MHC class II binding affinity with 134,281 pairs from IEDB. The task is: Regression. Given a peptide amino acid sequence and an MHC pseudo amino acid sequence, predict their binding affinity value. This is MHC class II binding data. The peptide sequence is VASLLTTAEVVVTEI. The MHC is DRB1_1101 with pseudo-sequence DRB1_1101. The binding affinity (normalized) is 0.